From a dataset of Forward reaction prediction with 1.9M reactions from USPTO patents (1976-2016). Predict the product of the given reaction. (1) Given the reactants O[CH2:2][C:3](=[CH2:14])[C:4]([O:6][CH2:7][C:8]1[CH:13]=[CH:12][CH:11]=[CH:10][CH:9]=1)=[O:5].C(N(S(F)(F)[F:21])CC)C, predict the reaction product. The product is: [F:21][CH2:2][C:3](=[CH2:14])[C:4]([O:6][CH2:7][C:8]1[CH:13]=[CH:12][CH:11]=[CH:10][CH:9]=1)=[O:5]. (2) Given the reactants Cl[C:2]1[N:7]=[C:6]([C:8]([F:11])([F:10])[F:9])[C:5]([C:12]([N:14]2[CH2:19][CH2:18][S:17](=[O:21])(=[O:20])[CH2:16][CH2:15]2)=[O:13])=[CH:4][N:3]=1.[O:22]1[CH2:27][CH2:26]OCC1.C([N:31]([CH2:35][CH3:36])C(C)C)(C)C, predict the reaction product. The product is: [O:20]=[S:17]1(=[O:21])[CH2:18][CH2:19][N:14]([C:12]([C:5]2[C:6]([C:8]([F:11])([F:10])[F:9])=[N:7][C:2]([NH:31][C@@H:35]3[C@@H:36]4[CH2:4][C@@H:5]([CH2:6][CH2:8]4)[C@@H:26]3[CH2:27][OH:22])=[N:3][CH:4]=2)=[O:13])[CH2:15][CH2:16]1. (3) Given the reactants [CH3:1][O:2][C:3]([C@@:5]1([NH:10]C(OC(C)(C)C)=O)[CH2:7][C@H:6]1[CH:8]=[CH2:9])=[O:4].[ClH:18].CO, predict the reaction product. The product is: [ClH:18].[CH3:1][O:2][C:3]([C@@:5]1([NH2:10])[CH2:7][C@H:6]1[CH:8]=[CH2:9])=[O:4]. (4) The product is: [NH:14]1[C:15]2[C:20](=[CH:19][CH:18]=[CH:17][CH:16]=2)[C:12](/[CH:11]=[CH:10]/[C:5]2[CH:6]=[CH:7][CH:8]=[CH:9][C:4]=2[NH2:1])=[N:13]1. Given the reactants [N+:1]([C:4]1[CH:9]=[CH:8][CH:7]=[CH:6][C:5]=1/[CH:10]=[CH:11]/[C:12]1[C:20]2[C:15](=[CH:16][CH:17]=[CH:18][CH:19]=2)[NH:14][N:13]=1)([O-])=O.[Sn].Cl.[OH-].[Na+], predict the reaction product.